Dataset: Ames mutagenicity test results for genotoxicity prediction. Task: Regression/Classification. Given a drug SMILES string, predict its toxicity properties. Task type varies by dataset: regression for continuous values (e.g., LD50, hERG inhibition percentage) or binary classification for toxic/non-toxic outcomes (e.g., AMES mutagenicity, cardiotoxicity, hepatotoxicity). Dataset: ames. (1) The drug is CC(=O)c1c(O)cc(O)c2c1C(=O)c1cc(O)cc(O)c1C2=O. The result is 0 (non-mutagenic). (2) The compound is COC(=O)NC(=S)Nc1ccccc1NC(=S)NC(=O)OC. The result is 1 (mutagenic). (3) The drug is FC(Cl)C(F)(F)F. The result is 0 (non-mutagenic).